From a dataset of Reaction yield outcomes from USPTO patents with 853,638 reactions. Predict the reaction yield, written as a fraction of the theoretical maximum amount of product (1.0 means a 100% yield; for example, 0.34 means a 34% yield). The reactants are [CH2:1]([CH2:3][NH2:4])[OH:2].[Cl:5][C:6]1[CH:7]=[C:8]([C@@H:13]2[CH2:15][O:14]2)[CH:9]=[CH:10][C:11]=1[Cl:12]. The catalyst is C(O)(C)C. The product is [Cl:5][C:6]1[CH:7]=[C:8]([C@@H:13]([OH:14])[CH2:15][NH:4][CH2:3][CH2:1][OH:2])[CH:9]=[CH:10][C:11]=1[Cl:12]. The yield is 1.00.